Dataset: Full USPTO retrosynthesis dataset with 1.9M reactions from patents (1976-2016). Task: Predict the reactants needed to synthesize the given product. (1) Given the product [OH:20][C:19]1[CH:18]=[CH:17][N:16]=[CH:15][C:14]=1[NH:13][C:8](=[O:9])[C:7]1[CH:11]=[CH:12][C:4]([N+:1]([O-:3])=[O:2])=[CH:5][CH:6]=1, predict the reactants needed to synthesize it. The reactants are: [N+:1]([C:4]1[CH:12]=[CH:11][C:7]([C:8](Cl)=[O:9])=[CH:6][CH:5]=1)([O-:3])=[O:2].[NH2:13][C:14]1[CH:15]=[N:16][CH:17]=[CH:18][C:19]=1[OH:20].C([O-])([O-])=O.[Na+].[Na+].CC(O)=O. (2) Given the product [CH2:1]([NH:3][C:4]1[C:9]([CH2:10][OH:11])=[CH:8][N:7]=[C:6]([S:15][CH3:16])[N:5]=1)[CH3:2], predict the reactants needed to synthesize it. The reactants are: [CH2:1]([NH:3][C:4]1[C:9]([C:10](OCC)=[O:11])=[CH:8][N:7]=[C:6]([S:15][CH3:16])[N:5]=1)[CH3:2].[H-].[H-].[H-].[H-].[Li+].[Al+3].N#N. (3) Given the product [CH2:1]([O:3][C:4]([N:6]1[C:15]2[C:10](=[N:11][C:12]([O:16][CH3:17])=[CH:13][CH:14]=2)[C@@H:9]([NH:18][C:19]2[N:24]=[C:23]([CH2:25][C:26]3[CH:31]=[C:30]([C:32]([F:35])([F:34])[F:33])[CH:29]=[C:28]([C:36]([F:39])([F:38])[F:37])[CH:27]=3)[C:22]([CH2:40][CH2:41][CH2:42][S:51]([CH2:50][CH2:49][C:48]([O:47][CH3:46])=[O:54])(=[O:53])=[O:52])=[CH:21][N:20]=2)[CH2:8][C@H:7]1[CH2:44][CH3:45])=[O:5])[CH3:2], predict the reactants needed to synthesize it. The reactants are: [CH2:1]([O:3][C:4]([N:6]1[C:15]2[C:10](=[N:11][C:12]([O:16][CH3:17])=[CH:13][CH:14]=2)[C@@H:9]([NH:18][C:19]2[N:24]=[C:23]([CH2:25][C:26]3[CH:31]=[C:30]([C:32]([F:35])([F:34])[F:33])[CH:29]=[C:28]([C:36]([F:39])([F:38])[F:37])[CH:27]=3)[C:22]([CH2:40][CH2:41][CH2:42]Br)=[CH:21][N:20]=2)[CH2:8][C@H:7]1[CH2:44][CH3:45])=[O:5])[CH3:2].[CH3:46][O:47][C:48](=[O:54])[CH2:49][CH2:50][S:51]([O-:53])=[O:52].[Na+].O.C(OCC)(=O)C. (4) Given the product [C:1]([O:5][C:6]([N:8]1[CH2:13][CH2:12][CH2:11][CH2:10][CH:9]1[CH2:14][N:16]1[CH2:20][CH2:19][CH2:18][CH2:17]1)=[O:7])([CH3:4])([CH3:3])[CH3:2], predict the reactants needed to synthesize it. The reactants are: [C:1]([O:5][C:6]([N:8]1[CH2:13][CH2:12][CH2:11][CH2:10][CH:9]1[CH:14]=O)=[O:7])([CH3:4])([CH3:3])[CH3:2].[NH:16]1[CH2:20][CH2:19][CH2:18][CH2:17]1.C(O[BH-](OC(=O)C)OC(=O)C)(=O)C.[Na+].[OH-].[Na+]. (5) Given the product [NH2:12][C@@H:4]([CH2:5][C:6]1[CH:11]=[CH:10][CH:9]=[CH:8][CH:7]=1)[C:3]([N:2]([CH3:1])[C:21]1[CH:26]=[CH:25][CH:24]=[CH:23][CH:22]=1)=[O:20], predict the reactants needed to synthesize it. The reactants are: [CH3:1][N:2]([C:21]1[CH:26]=[CH:25][CH:24]=[CH:23][CH:22]=1)[C:3](=[O:20])[C@@H:4]([NH:12]C(=O)OC(C)(C)C)[CH2:5][C:6]1[CH:11]=[CH:10][CH:9]=[CH:8][CH:7]=1.C(O)(C(F)(F)F)=O. (6) Given the product [Cl:29][C:2]1[CH:24]=[N:23][C:5]2[N:6]([CH2:15][O:16][CH2:17][CH2:18][Si:19]([CH3:22])([CH3:21])[CH3:20])[C:7]3[CH:12]=[N:11][C:10]([C:13]#[N:14])=[CH:9][C:8]=3[C:4]=2[CH:3]=1, predict the reactants needed to synthesize it. The reactants are: N[C:2]1[CH:24]=[N:23][C:5]2[N:6]([CH2:15][O:16][CH2:17][CH2:18][Si:19]([CH3:22])([CH3:21])[CH3:20])[C:7]3[CH:12]=[N:11][C:10]([C:13]#[N:14])=[CH:9][C:8]=3[C:4]=2[CH:3]=1.N([O-])=O.[Na+].[ClH:29]. (7) Given the product [C:12]([O:11][C:9](=[O:10])[CH:8]=[C:27]1[CH2:28][CH2:29][CH:24]([C:22]([O:21][CH2:19][CH3:20])=[O:23])[CH2:25][CH2:26]1)([CH3:13])([CH3:14])[CH3:15], predict the reactants needed to synthesize it. The reactants are: [H-].[Na+].CCOP(OCC)([CH2:8][C:9]([O:11][C:12]([CH3:15])([CH3:14])[CH3:13])=[O:10])=O.[CH2:19]([O:21][C:22]([CH:24]1[CH2:29][CH2:28][C:27](=O)[CH2:26][CH2:25]1)=[O:23])[CH3:20]. (8) Given the product [NH:15]1[CH2:16][CH2:17][CH2:18][C@H:13]([NH:12][C:10]([C:9]2[CH:8]=[C:7]([N:32]3[CH2:37][CH2:36][CH2:35][CH2:34][CH2:33]3)[S:6][C:5]=2[NH:4][C:2]([NH2:1])=[O:3])=[O:11])[CH2:14]1, predict the reactants needed to synthesize it. The reactants are: [NH2:1][C:2]([NH:4][C:5]1[S:6][C:7](Br)=[CH:8][C:9]=1[C:10]([NH:12][C@H:13]1[CH2:18][CH2:17][CH2:16][N:15](C(OC(C)(C)C)=O)[CH2:14]1)=[O:11])=[O:3].CN(C=O)C.[NH:32]1[CH2:37][CH2:36][CH2:35][CH2:34][CH2:33]1.